Task: Predict the product of the given reaction.. Dataset: Forward reaction prediction with 1.9M reactions from USPTO patents (1976-2016) (1) Given the reactants [NH2:1][C:2]1[CH:7]=[CH:6][C:5]([N:8]2[CH2:13][CH2:12]N(C(=O)C)[CH2:10][CH2:9]2)=[CH:4][CH:3]=1.[CH3:17][C:18]([O-:21])(C)[CH3:19].[Na+].Cl[C:24]1[N:25]=[CH:26][C:27]2[CH:32]=[CH:31][N:30]([CH:33]([CH2:36][CH3:37])[CH2:34][CH3:35])[C:28]=2[N:29]=1.C1C=CC(P(C2C(C3C(P(C4C=CC=CC=4)C4C=CC=CC=4)=CC=C4C=3C=CC=C4)=C3C(C=CC=C3)=CC=2)C2C=CC=CC=2)=CC=1, predict the reaction product. The product is: [CH2:34]([CH:33]([N:30]1[C:28]2[N:29]=[C:24]([NH:1][C:2]3[CH:3]=[CH:4][C:5]([N:8]4[CH2:9][CH2:10][CH:17]([C:18](=[O:21])[CH3:19])[CH2:12][CH2:13]4)=[CH:6][CH:7]=3)[N:25]=[CH:26][C:27]=2[CH:32]=[CH:31]1)[CH2:36][CH3:37])[CH3:35]. (2) Given the reactants FC(F)(F)C(O)=O.[F:8][C:9]1[CH:27]=[C:26]([C:28]2[O:29][C:30]([CH3:33])=[N:31][N:32]=2)[CH:25]=[CH:24][C:10]=1[O:11][C@H:12]1[CH2:16][CH2:15][N:14]([CH:17]2[CH2:22][CH2:21][NH:20][CH2:19][CH2:18]2)[C:13]1=[O:23].[Cl:34][C:35]1[CH:40]=[N:39][C:38](Cl)=[CH:37][N:36]=1.C(N(C(C)C)C(C)C)C, predict the reaction product. The product is: [Cl:34][C:35]1[N:36]=[CH:37][C:38]([N:20]2[CH2:19][CH2:18][CH:17]([N:14]3[CH2:15][CH2:16][C@H:12]([O:11][C:10]4[CH:24]=[CH:25][C:26]([C:28]5[O:29][C:30]([CH3:33])=[N:31][N:32]=5)=[CH:27][C:9]=4[F:8])[C:13]3=[O:23])[CH2:22][CH2:21]2)=[N:39][CH:40]=1. (3) Given the reactants [CH3:1][N:2]1[C:14]2[C:13]3[N:12]=[C:11]([NH:15][C:16]4[CH:21]=[CH:20][CH:19]=[CH:18][N:17]=4)[N:10]=[CH:9][C:8]=3[CH2:7][CH2:6][C:5]=2[C:4]([C:22]([NH2:24])=[O:23])=[N:3]1.CO.[Cl:27]CCl.Cl, predict the reaction product. The product is: [ClH:27].[CH3:1][N:2]1[C:14]2[C:13]3[N:12]=[C:11]([NH:15][C:16]4[CH:21]=[CH:20][CH:19]=[CH:18][N:17]=4)[N:10]=[CH:9][C:8]=3[CH2:7][CH2:6][C:5]=2[C:4]([C:22]([NH2:24])=[O:23])=[N:3]1. (4) The product is: [C:8]([O:12][C:13]([C:15]1[CH:16]=[C:17]2[C:21](=[CH:22][CH:23]=1)[N:20]([CH2:24][C:25](=[O:42])[CH2:26][O:27][C:28]1[CH:33]=[CH:32][C:31]([CH2:34][CH2:35][CH2:36][CH2:37][CH2:38][CH2:39][CH2:40][CH3:41])=[CH:30][CH:29]=1)[CH:19]=[CH:18]2)=[O:14])([CH3:11])([CH3:10])[CH3:9]. Given the reactants C(OC(=O)C)(=O)C.[C:8]([O:12][C:13]([C:15]1[CH:16]=[C:17]2[C:21](=[CH:22][CH:23]=1)[N:20]([CH2:24][CH:25]([OH:42])[CH2:26][O:27][C:28]1[CH:33]=[CH:32][C:31]([CH2:34][CH2:35][CH2:36][CH2:37][CH2:38][CH2:39][CH2:40][CH3:41])=[CH:30][CH:29]=1)[CH:19]=[CH:18]2)=[O:14])([CH3:11])([CH3:10])[CH3:9].C(=O)([O-])O.[Na+].[Na+].[Cl-], predict the reaction product. (5) Given the reactants [CH3:1][N:2]1[C@@H:11]([C@H:12]2[O:21][C:19](=[O:20])[C:18]3[C:17]([O:22][CH3:23])=[C:16]([O:24][CH3:25])[CH:15]=[CH:14][C:13]2=3)[C:10]2[C:9]([O:26][CH3:27])=[C:8]3[O:28][CH2:29][O:30][C:7]3=[CH:6][C:5]=2[CH2:4][CH2:3]1.[BrH:31].O.[Br], predict the reaction product. The product is: [CH3:1][N:2]1[C@@H:11]([C@H:12]2[O:21][C:19](=[O:20])[C:18]3[C:17]([O:22][CH3:23])=[C:16]([O:24][CH3:25])[CH:15]=[CH:14][C:13]2=3)[C:10]2[C:9]([O:26][CH3:27])=[C:8]3[O:28][CH2:29][O:30][C:7]3=[C:6]([Br:31])[C:5]=2[CH2:4][CH2:3]1.